From a dataset of Catalyst prediction with 721,799 reactions and 888 catalyst types from USPTO. Predict which catalyst facilitates the given reaction. (1) Reactant: [C:1]1([S:7]([CH:10]2[CH2:15][CH2:14][NH:13][CH2:12][CH2:11]2)(=[O:9])=[O:8])[CH:6]=[CH:5][CH:4]=[CH:3][CH:2]=1.Cl[C:17]1[C:22]([C:23]([F:26])([F:25])[F:24])=[CH:21][CH:20]=[CH:19][N:18]=1.C(N(C(C)C)CC)(C)C.[NH4+].[Cl-]. Product: [C:1]1([S:7]([CH:10]2[CH2:11][CH2:12][N:13]([C:17]3[C:22]([C:23]([F:26])([F:25])[F:24])=[CH:21][CH:20]=[CH:19][N:18]=3)[CH2:14][CH2:15]2)(=[O:9])=[O:8])[CH:6]=[CH:5][CH:4]=[CH:3][CH:2]=1. The catalyst class is: 12. (2) Reactant: [C:1]([CH2:4][C:5]1[CH:6]=[CH:7][C:8]([Cl:14])=[C:9]([CH:13]=1)[C:10](O)=[O:11])(O)=[O:2]. Product: [Cl:14][C:8]1[CH:7]=[CH:6][C:5]([CH2:4][CH2:1][OH:2])=[CH:13][C:9]=1[CH:10]=[O:11]. The catalyst class is: 485. (3) Reactant: [OH:1][C:2]([CH:4]([C:6]1[CH:15]=[CH:14][C:9]([CH2:10][CH:11]([CH3:13])[CH3:12])=[CH:8][CH:7]=1)[CH3:5])=[O:3].O[CH2:17][CH2:18][NH:19][C:20](=[O:26])[O:21][C:22]([CH3:25])([CH3:24])[CH3:23].C1CCC(N=C=NC2CCCCC2)CC1. Product: [CH2:10]([C:9]1[CH:8]=[CH:7][C:6]([CH:4]([CH3:5])[C:2]([O:1][CH2:17][CH2:18][NH:19][C:20]([O:21][C:22]([CH3:25])([CH3:24])[CH3:23])=[O:26])=[O:3])=[CH:15][CH:14]=1)[CH:11]([CH3:12])[CH3:13]. The catalyst class is: 79. (4) Reactant: [O:1]1[C:5]2([CH2:10][CH2:9][C:8](OS(C(F)(F)F)(=O)=O)=[CH:7][CH2:6]2)[O:4][CH2:3][CH2:2]1.[CH3:19][O:20][C:21]1[C:26](B(O)O)=[CH:25][CH:24]=[CH:23][N:22]=1.C(=O)([O-])[O-].[Na+].[Na+]. Product: [O:1]1[C:5]2([CH2:10][CH2:9][C:8]([C:26]3[C:21]([O:20][CH3:19])=[N:22][CH:23]=[CH:24][CH:25]=3)=[CH:7][CH2:6]2)[O:4][CH2:3][CH2:2]1. The catalyst class is: 12. (5) Reactant: [F:1][C:2]([F:16])([C:7]1[CH:15]=[CH:14][C:10]([C:11]([OH:13])=O)=[CH:9][CH:8]=1)[C:3]([F:6])([F:5])[F:4].[F:17][C:18]1[CH:23]=[CH:22][C:21]([CH2:24][CH2:25][NH2:26])=[CH:20][CH:19]=1.CN1CCOCC1.CN(C(ON1N=NC2C=CC=CC1=2)=[N+](C)C)C.F[P-](F)(F)(F)(F)F. The catalyst class is: 3. Product: [F:17][C:18]1[CH:23]=[CH:22][C:21]([CH2:24][CH2:25][NH:26][C:11](=[O:13])[C:10]2[CH:9]=[CH:8][C:7]([C:2]([F:1])([F:16])[C:3]([F:4])([F:5])[F:6])=[CH:15][CH:14]=2)=[CH:20][CH:19]=1. (6) Reactant: [Cl:1][C:2]1[S:6][C:5]([C:7]2[N:12]=[C:11]([NH:13][C:14]3[CH:19]=[CH:18][C:17]([B:20]4[O:24]C(C)(C)C(C)(C)[O:21]4)=[CH:16][CH:15]=3)[C:10]([CH2:29][CH3:30])=[C:9]([CH3:31])[N:8]=2)=[CH:4][CH:3]=1.F.[F-].[K+].O. Product: [Cl:1][C:2]1[S:6][C:5]([C:7]2[N:12]=[C:11]([NH:13][C:14]3[CH:19]=[CH:18][C:17]([B:20]([OH:24])[OH:21])=[CH:16][CH:15]=3)[C:10]([CH2:29][CH3:30])=[C:9]([CH3:31])[N:8]=2)=[CH:4][CH:3]=1. The catalyst class is: 5. (7) Reactant: [CH2:1]([O:3][C:4](=[O:32])[C:5]([CH2:17][O:18][C:19](=[O:31])[CH2:20][C:21]1[CH:26]=[CH:25][C:24]([N+:27]([O-])=O)=[C:23]([CH3:30])[CH:22]=1)([C:11]1[CH:16]=[CH:15][CH:14]=[CH:13][CH:12]=1)[C:6]([O:8][CH2:9][CH3:10])=[O:7])[CH3:2]. Product: [CH2:1]([O:3][C:4](=[O:32])[C:5]([CH2:17][O:18][C:19](=[O:31])[CH2:20][C:21]1[CH:26]=[CH:25][C:24]([NH2:27])=[C:23]([CH3:30])[CH:22]=1)([C:11]1[CH:16]=[CH:15][CH:14]=[CH:13][CH:12]=1)[C:6]([O:8][CH2:9][CH3:10])=[O:7])[CH3:2]. The catalyst class is: 129.